From a dataset of Full USPTO retrosynthesis dataset with 1.9M reactions from patents (1976-2016). Predict the reactants needed to synthesize the given product. (1) Given the product [CH:13]1([C:16]([C:9]2[C:8]3[C:12](=[C:4]([CH2:3][S:2][CH3:1])[CH:5]=[CH:6][CH:7]=3)[NH:11][CH:10]=2)([C:19]2[CH:20]=[CH:21][C:22]([C:25]([F:26])([F:27])[F:28])=[CH:23][CH:24]=2)[CH3:17])[CH2:15][CH2:14]1, predict the reactants needed to synthesize it. The reactants are: [CH3:1][S:2][CH2:3][C:4]1[CH:5]=[CH:6][CH:7]=[C:8]2[C:12]=1[NH:11][CH:10]=[CH:9]2.[CH:13]1([C:16]([C:19]2[CH:24]=[CH:23][C:22]([C:25]([F:28])([F:27])[F:26])=[CH:21][CH:20]=2)(O)[CH3:17])[CH2:15][CH2:14]1.ClC1C=CC(C(C2C3C(=C(CSC)C=CC=3)NC=2)(C2CC2)C)=CC=1. (2) Given the product [CH2:18]([O:1][C:2]1[CH:3]=[CH:4][C:5]2[C:6](=[O:17])[C:7]3[C:12]([O:13][C:14]=2[C:15]=1[O:16][CH2:32][CH:30]=[CH2:29])=[CH:11][CH:10]=[CH:9][CH:8]=3)[CH:19]=[CH2:20], predict the reactants needed to synthesize it. The reactants are: [OH:1][C:2]1[CH:3]=[CH:4][C:5]2[C:6](=[O:17])[C:7]3[C:12]([O:13][C:14]=2[C:15]=1[OH:16])=[CH:11][CH:10]=[CH:9][CH:8]=3.[CH2:18](Br)[CH:19]=[CH2:20].O.C(=O)([O-])[O-].[K+].[K+].[CH3:29][C:30]([CH3:32])=O. (3) Given the product [C:1]([O:5][C:6](=[O:33])[N:7]([CH:9]1[CH2:14][CH2:13][CH:12]([N:15]([C:40]([C:39]2[S:38][C:37]3[CH:43]=[CH:44][CH:45]=[C:46]([F:47])[C:36]=3[C:35]=2[Cl:34])=[O:41])[CH2:16][C:17]2[CH:18]=[C:19]([C:25]3[CH:30]=[CH:29][CH:28]=[C:27]([C:31]#[N:32])[CH:26]=3)[CH:20]=[CH:21][C:22]=2[O:23][CH3:24])[CH2:11][CH2:10]1)[CH3:8])([CH3:4])([CH3:2])[CH3:3], predict the reactants needed to synthesize it. The reactants are: [C:1]([O:5][C:6](=[O:33])[N:7]([CH:9]1[CH2:14][CH2:13][CH:12]([NH:15][CH2:16][C:17]2[CH:18]=[C:19]([C:25]3[CH:30]=[CH:29][CH:28]=[C:27]([C:31]#[N:32])[CH:26]=3)[CH:20]=[CH:21][C:22]=2[O:23][CH3:24])[CH2:11][CH2:10]1)[CH3:8])([CH3:4])([CH3:3])[CH3:2].[Cl:34][C:35]1[C:36]2[C:46]([F:47])=[CH:45][CH:44]=[CH:43][C:37]=2[S:38][C:39]=1[C:40](Cl)=[O:41]. (4) The reactants are: [C:1]1([CH:14]=CC=CN=1)[S:2][S:3][C:4]1[CH:9]=[CH:8][CH:7]=[CH:6][N:5]=1.C(O)(=[O:17])C.SC(O)C. Given the product [OH:17][CH2:14][CH2:1][S:2][S:3][C:4]1[CH:9]=[CH:8][CH:7]=[CH:6][N:5]=1, predict the reactants needed to synthesize it. (5) Given the product [C:1]([O:7][CH2:8][N:9]1[C:13]2[N:14]=[N:15][CH:16]=[C:17]([C:27]3[CH:26]=[N:25][N:24]([CH:22]([O:21][CH2:19][CH3:20])[CH3:23])[CH:28]=3)[C:12]=2[CH:11]=[CH:10]1)(=[O:6])[C:2]([CH3:5])([CH3:4])[CH3:3], predict the reactants needed to synthesize it. The reactants are: [C:1]([O:7][CH2:8][N:9]1[C:13]2[N:14]=[N:15][CH:16]=[C:17](Cl)[C:12]=2[CH:11]=[CH:10]1)(=[O:6])[C:2]([CH3:5])([CH3:4])[CH3:3].[CH2:19]([O:21][CH:22]([N:24]1[CH:28]=[C:27](B2OC(C)(C)C(C)(C)O2)[CH:26]=[N:25]1)[CH3:23])[CH3:20].O.C([O-])([O-])=O.[K+].[K+]. (6) Given the product [Br:13][C:14]1[CH:19]=[CH:18][CH:17]=[C:16]([F:20])[C:15]=1[CH:23]=[O:24], predict the reactants needed to synthesize it. The reactants are: C([Li])CCC.C(NC(C)C)(C)C.[Br:13][C:14]1[CH:15]=[C:16]([F:20])[CH:17]=[CH:18][CH:19]=1.CN(C)[CH:23]=[O:24]. (7) The reactants are: Br[C:2]1[C:7]2[S:8][C:9]([C:11]3[C:16]([Cl:17])=[CH:15][CH:14]=[CH:13][C:12]=3[Cl:18])=[N:10][C:6]=2[CH:5]=[CH:4][N:3]=1.[CH3:19][N:20]([CH3:25])[CH2:21][C:22]([NH2:24])=[O:23].CC1(C)C2C(=C(P(C3C=CC=CC=3)C3C=CC=CC=3)C=CC=2)OC2C(P(C3C=CC=CC=3)C3C=CC=CC=3)=CC=CC1=2.C([O-])([O-])=O.[Cs+].[Cs+]. Given the product [Cl:18][C:12]1[CH:13]=[CH:14][CH:15]=[C:16]([Cl:17])[C:11]=1[C:9]1[S:8][C:7]2[C:2]([NH:24][C:22](=[O:23])[CH2:21][N:20]([CH3:25])[CH3:19])=[N:3][CH:4]=[CH:5][C:6]=2[N:10]=1, predict the reactants needed to synthesize it.